Task: Predict the reaction yield, written as a fraction of the theoretical maximum amount of product (1.0 means a 100% yield; for example, 0.34 means a 34% yield).. Dataset: Reaction yield outcomes from USPTO patents with 853,638 reactions (1) The reactants are C[Li].[CH3:3]C1(C)CCCC(C)(C)N1.[CH2:13]([O:15][C:16]1[C:17]([F:27])=[C:18]([CH:21]=[CH:22][C:23]=1[O:24][CH2:25][CH3:26])[C:19]#[N:20])[CH3:14].CI. The catalyst is O1CCCC1.Cl. The product is [CH2:13]([O:15][C:16]1[C:17]([F:27])=[C:18]([C:21]([CH3:3])=[CH:22][C:23]=1[O:24][CH2:25][CH3:26])[C:19]#[N:20])[CH3:14]. The yield is 0.817. (2) The reactants are [CH3:1][S:2]([CH3:5])(=[O:4])=[O:3].[Li]CCCC.CN(P(N(C)C)(N(C)C)=O)C.[Br:22][C:23]1[CH:28]=[CH:27][C:26]([NH:29][C:30]2[C:31]([CH:40]=[O:41])=[CH:32][C:33]3[NH:37][CH:36]=[N:35][C:34]=3[C:38]=2[F:39])=[C:25]([Cl:42])[CH:24]=1. The catalyst is C1COCC1. The product is [Br:22][C:23]1[CH:28]=[CH:27][C:26]([NH:29][C:30]2[C:31]([CH:40]([OH:41])[CH2:1][S:2]([CH3:5])(=[O:4])=[O:3])=[CH:32][C:33]3[NH:37][CH:36]=[N:35][C:34]=3[C:38]=2[F:39])=[C:25]([Cl:42])[CH:24]=1. The yield is 0.960. (3) The reactants are [N+:1]([C:4]1[CH:5]=[C:6]([CH:10]=[CH:11][CH:12]=1)[C:7]([OH:9])=[O:8])([O-:3])=[O:2].[Br:13]N1C(=O)CCC1=O. The catalyst is FC(F)(F)C(O)=O.S(=O)(=O)(O)O. The product is [Br:13][C:11]1[CH:10]=[C:6]([CH:5]=[C:4]([N+:1]([O-:3])=[O:2])[CH:12]=1)[C:7]([OH:9])=[O:8]. The yield is 0.720. (4) The reactants are [F:1][C:2]1[CH:7]=[C:6]([F:8])[CH:5]=[C:4]([N+:9]([O-])=O)[C:3]=1[CH3:12]. The catalyst is [Pd].CO. The product is [F:1][C:2]1[C:3]([CH3:12])=[C:4]([NH2:9])[CH:5]=[C:6]([F:8])[CH:7]=1. The yield is 0.970. (5) The reactants are [C:1]([C:3]1[CH:8]=[CH:7][N:6]=[C:5]([NH:9][C:10](=[O:42])[C:11]2[CH:16]=[CH:15][C:14]([O:17][C:18]3[CH:23]=[CH:22][N:21]=[C:20]4[N:24]([CH2:33][C:34]5[CH:39]=[CH:38][C:37]([O:40][CH3:41])=[CH:36][CH:35]=5)[N:25]=[C:26]([NH:27][C@@H:28]5[CH2:32][CH2:31][NH:30][CH2:29]5)[C:19]=34)=[CH:13][CH:12]=2)[CH:4]=1)#[N:2].Cl.[CH:44]1([N:47]([CH3:54])[CH2:48]/[CH:49]=[CH:50]/[C:51](O)=[O:52])[CH2:46][CH2:45]1. No catalyst specified. The product is [C:1]([C:3]1[CH:8]=[CH:7][N:6]=[C:5]([NH:9][C:10](=[O:42])[C:11]2[CH:12]=[CH:13][C:14]([O:17][C:18]3[CH:23]=[CH:22][N:21]=[C:20]4[N:24]([CH2:33][C:34]5[CH:35]=[CH:36][C:37]([O:40][CH3:41])=[CH:38][CH:39]=5)[N:25]=[C:26]([NH:27][C@@H:28]5[CH2:32][CH2:31][N:30]([C:51](=[O:52])/[CH:50]=[CH:49]/[CH2:48][N:47]([CH:44]6[CH2:46][CH2:45]6)[CH3:54])[CH2:29]5)[C:19]=34)=[CH:15][CH:16]=2)[CH:4]=1)#[N:2]. The yield is 0.120. (6) The reactants are [O:1]1[CH2:6][CH2:5][CH2:4][CH2:3][CH:2]1[N:7]1[C:15]2[C:10](=[CH:11][C:12]([C:16]3[N:17]=[N:18][N:19]([C:21]([C:34]4[CH:39]=[CH:38][CH:37]=[CH:36][CH:35]=4)([C:28]4[CH:33]=[CH:32][CH:31]=[CH:30][CH:29]=4)[C:22]4[CH:27]=[CH:26][CH:25]=[CH:24][CH:23]=4)[N:20]=3)=[CH:13][CH:14]=2)[C:9]([C:40]2[CH:41]=[C:42]([NH2:46])[CH:43]=[CH:44][CH:45]=2)=[N:8]1.[CH3:47][O:48][CH2:49][C:50](Cl)=[O:51].C(N(CC)CC)C. The catalyst is O1CCCC1. The product is [CH3:47][O:48][CH2:49][C:50]([NH:46][C:42]1[CH:43]=[CH:44][CH:45]=[C:40]([C:9]2[C:10]3[C:15](=[CH:14][CH:13]=[C:12]([C:16]4[N:17]=[N:18][N:19]([C:21]([C:22]5[CH:27]=[CH:26][CH:25]=[CH:24][CH:23]=5)([C:34]5[CH:35]=[CH:36][CH:37]=[CH:38][CH:39]=5)[C:28]5[CH:33]=[CH:32][CH:31]=[CH:30][CH:29]=5)[N:20]=4)[CH:11]=3)[N:7]([CH:2]3[CH2:3][CH2:4][CH2:5][CH2:6][O:1]3)[N:8]=2)[CH:41]=1)=[O:51]. The yield is 0.380.